From a dataset of Catalyst prediction with 721,799 reactions and 888 catalyst types from USPTO. Predict which catalyst facilitates the given reaction. (1) Reactant: Br[C:2]1[CH:7]=[CH:6][C:5]([NH:8][C:9](=[O:15])[O:10][CH2:11][CH:12]([CH3:14])[CH3:13])=[CH:4][CH:3]=1.C([Li])CCC.[S:21]1[CH2:26][CH2:25][C:24](=[O:27])[CH2:23][CH2:22]1. Product: [OH:27][C:24]1([C:2]2[CH:7]=[CH:6][C:5]([NH:8][C:9](=[O:15])[O:10][CH2:11][CH:12]([CH3:14])[CH3:13])=[CH:4][CH:3]=2)[CH2:25][CH2:26][S:21][CH2:22][CH2:23]1. The catalyst class is: 7. (2) Reactant: [N:1]1([CH2:10][C:11]([OH:13])=O)[C:5]2[CH:6]=[CH:7][CH:8]=[CH:9][C:4]=2[N:3]=[CH:2]1.S(Cl)(Cl)=O.[C:18]1([C:24]2[N:29]=[C:28]([NH2:30])[CH:27]=[CH:26][CH:25]=2)[CH:23]=[CH:22][CH:21]=[CH:20][CH:19]=1.N1C=CC=CC=1. Product: [N:1]1([CH2:10][C:11]([NH:30][C:28]2[CH:27]=[CH:26][CH:25]=[C:24]([C:18]3[CH:19]=[CH:20][CH:21]=[CH:22][CH:23]=3)[N:29]=2)=[O:13])[C:5]2[CH:6]=[CH:7][CH:8]=[CH:9][C:4]=2[N:3]=[CH:2]1. The catalyst class is: 9. (3) Reactant: [H-].[Al+3].[Li+].[H-].[H-].[H-].[NH2:7][S:8]([C:11]1[S:15][C:14](=[C:16]([C:22]([NH:24][C:25]2[CH:30]=[CH:29][C:28]([C:31]3[CH:36]=[C:35]([F:37])[CH:34]=[CH:33][C:32]=3[F:38])=[CH:27][CH:26]=2)=[O:23])[C:17](OCC)=O)[NH:13][C:12]=1[CH3:39])(=[O:10])=[O:9]. Product: [NH2:7][S:8]([C:11]1[S:15][C:14]([CH:16]([CH3:17])[C:22]([NH:24][C:25]2[CH:26]=[CH:27][C:28]([C:31]3[CH:36]=[C:35]([F:37])[CH:34]=[CH:33][C:32]=3[F:38])=[CH:29][CH:30]=2)=[O:23])=[N:13][C:12]=1[CH3:39])(=[O:10])=[O:9]. The catalyst class is: 7.